This data is from Full USPTO retrosynthesis dataset with 1.9M reactions from patents (1976-2016). The task is: Predict the reactants needed to synthesize the given product. (1) Given the product [NH2:13][C:12]1[C:3]([C:1]#[N:2])=[CH:4][C:5]([F:16])=[C:6]([CH:11]=1)[C:7]([O:9][CH3:10])=[O:8], predict the reactants needed to synthesize it. The reactants are: [C:1]([C:3]1[C:12]([N+:13]([O-])=O)=[CH:11][C:6]([C:7]([O:9][CH3:10])=[O:8])=[C:5]([F:16])[CH:4]=1)#[N:2]. (2) Given the product [CH2:6]([O:11][C:12]1[CH:13]=[C:14]([CH:18]=[C:19]([N+:21]([O-:23])=[O:22])[CH:20]=1)[C:15]([O:17][CH3:3])=[O:16])[CH2:7][CH:8]([CH3:10])[CH3:9], predict the reactants needed to synthesize it. The reactants are: [OH-].[Na+].[C:3](=O)=O.[CH2:6]([O:11][C:12]1[CH:13]=[C:14]([CH:18]=[C:19]([N+:21]([O-:23])=[O:22])[CH:20]=1)[C:15]([OH:17])=[O:16])[CH2:7][CH:8]([CH3:10])[CH3:9].S(Cl)(Cl)=O. (3) The reactants are: COC1C=C(OC)C=CC=1C[N:6]([C:41]1[CH:46]=[CH:45][CH:44]=[C:43]([F:47])[N:42]=1)[S:7]([C:10]1[C:39]([F:40])=[CH:38][C:13]2[N:14]([C@@H:18]([C:20]3[CH:25]=[CH:24][CH:23]=[CH:22][C:21]=3[C:26]3([OH:37])[CH2:29][N:28](C(OC(C)(C)C)=O)[CH2:27]3)[CH3:19])[C:15](=[O:17])[O:16][C:12]=2[CH:11]=1)(=[O:9])=[O:8].C(O)(C(F)(F)F)=O. Given the product [F:40][C:39]1[C:10]([S:7]([NH:6][C:41]2[CH:46]=[CH:45][CH:44]=[C:43]([F:47])[N:42]=2)(=[O:8])=[O:9])=[CH:11][C:12]2[O:16][C:15](=[O:17])[N:14]([C@@H:18]([C:20]3[CH:25]=[CH:24][CH:23]=[CH:22][C:21]=3[C:26]3([OH:37])[CH2:29][NH:28][CH2:27]3)[CH3:19])[C:13]=2[CH:38]=1, predict the reactants needed to synthesize it. (4) Given the product [OH:2][C:3]1[CH:8]=[CH:7][C:6]([C@@H:9]2[CH2:18][CH2:17][C@@:11]3([NH:15][C:14](=[O:16])[O:13][CH2:12]3)[CH2:10]2)=[CH:5][CH:4]=1, predict the reactants needed to synthesize it. The reactants are: C[O:2][C:3]1[CH:8]=[CH:7][C:6]([C@@H:9]2[CH2:18][CH2:17][C@@:11]3([NH:15][C:14](=[O:16])[O:13][CH2:12]3)[CH2:10]2)=[CH:5][CH:4]=1.B(Br)(Br)Br. (5) Given the product [OH:17][C:13]1[CH:12]=[C:11]2[C:16]([CH2:6][CH2:7][C:8](=[O:9])[NH:10]2)=[CH:15][CH:14]=1, predict the reactants needed to synthesize it. The reactants are: [Cl-].[Al+3].[Cl-].[Cl-].Cl[CH2:6][CH2:7][C:8]([NH:10][C:11]1[CH:16]=[CH:15][CH:14]=[C:13]([O:17]C)[CH:12]=1)=[O:9].Cl. (6) Given the product [Cl:11][C:9]1[CH:8]=[CH:7][C:3]([C:4]([NH2:6])=[O:5])=[C:2]([O:25][C:22]2[CH:21]=[CH:20][C:19]([O:12][C:13]3[CH:18]=[CH:17][CH:16]=[CH:15][CH:14]=3)=[CH:24][CH:23]=2)[N:10]=1, predict the reactants needed to synthesize it. The reactants are: Cl[C:2]1[N:10]=[C:9]([Cl:11])[CH:8]=[CH:7][C:3]=1[C:4]([NH2:6])=[O:5].[O:12]([C:19]1[CH:24]=[CH:23][C:22]([OH:25])=[CH:21][CH:20]=1)[C:13]1[CH:18]=[CH:17][CH:16]=[CH:15][CH:14]=1.CN(C=O)C.C(=O)([O-])[O-].[Cs+].[Cs+]. (7) Given the product [NH2:1][C:4]1[CH:9]=[C:8]2[C:7](=[CH:6][CH:5]=1)[N:17]([CH2:18][CH2:19][C:20]1[CH:25]=[CH:24][CH:23]=[CH:22][N:21]=1)[C:12](=[O:13])[CH2:11][CH2:10]2, predict the reactants needed to synthesize it. The reactants are: [N+:1]([C:4]1[CH:5]=[CH:6][C:7]([NH:17][CH2:18][CH2:19][C:20]2[CH:25]=[CH:24][CH:23]=[CH:22][N:21]=2)=[C:8]([CH:10]=[CH:11][C:12](OCC)=[O:13])[CH:9]=1)([O-])=O.[H][H].